Dataset: Choline transporter screen with 302,306 compounds. Task: Binary Classification. Given a drug SMILES string, predict its activity (active/inactive) in a high-throughput screening assay against a specified biological target. The result is 0 (inactive). The compound is O=C/1C(C(CC(=O)C1=C(/N1CCCC1)C)(C)C)C(OC)=O.